Predict the reaction yield, written as a fraction of the theoretical maximum amount of product (1.0 means a 100% yield; for example, 0.34 means a 34% yield). From a dataset of Reaction yield outcomes from USPTO patents with 853,638 reactions. The reactants are O[CH2:2][CH2:3][CH:4]1[S:8][C:7]([C:9]2[NH:10][C:11]3[C:16]([CH:17]=2)=[CH:15][CH:14]=[CH:13][C:12]=3[N:18]([CH3:27])[S:19]([C:22]2[S:23][CH:24]=[CH:25][CH:26]=2)(=[O:21])=[O:20])=[N:6][CH2:5]1.C1(P(C2C=CC=CC=2)C2C=CC=CC=2)C=CC=CC=1.[N:47](C(OCC)=O)=NC(OCC)=O.C1(P(N=[N+]=[N-])(C2C=CC=CC=2)=O)C=CC=CC=1.C(=O)([O-])O.[Na+]. The catalyst is O1CCCC1.O.C1(C)C=CC=CC=1. The product is [NH2:47][CH2:2][CH2:3][CH:4]1[S:8][C:7]([C:9]2[NH:10][C:11]3[C:16]([CH:17]=2)=[CH:15][CH:14]=[CH:13][C:12]=3[N:18]([CH3:27])[S:19]([C:22]2[S:23][CH:24]=[CH:25][CH:26]=2)(=[O:21])=[O:20])=[N:6][CH2:5]1. The yield is 0.410.